This data is from Reaction yield outcomes from USPTO patents with 853,638 reactions. The task is: Predict the reaction yield, written as a fraction of the theoretical maximum amount of product (1.0 means a 100% yield; for example, 0.34 means a 34% yield). (1) The reactants are [Li+].C[Si]([N-][Si](C)(C)C)(C)C.[C:11](#[N:13])[CH3:12].[O:14]1[CH2:19][CH2:18][CH:17]([C:20](OC)=[O:21])[CH2:16][CH2:15]1. The catalyst is C1COCC1. The product is [O:21]=[C:20]([CH:17]1[CH2:18][CH2:19][O:14][CH2:15][CH2:16]1)[CH2:12][C:11]#[N:13]. The yield is 0.660. (2) The reactants are [Br:1][C:2]1[N:6]2[CH2:7][CH2:8][N:9]([C:11]([O:13][C:14]([CH3:17])([CH3:16])[CH3:15])=[O:12])[CH2:10][C:5]2=[N:4][N:3]=1.C(Cl)(Cl)Cl.CC#N.I([O-])(=O)(=O)=[O:26].[Na+]. The catalyst is O.O.[Ru](=O)=O. The product is [Br:1][C:2]1[N:6]2[CH2:7][CH2:8][N:9]([C:11]([O:13][C:14]([CH3:17])([CH3:16])[CH3:15])=[O:12])[C:10](=[O:26])[C:5]2=[N:4][N:3]=1. The yield is 0.630. (3) The reactants are [C:1]1([CH:7]([NH:19][C:20]2[CH:25]=[CH:24][CH:23]=[CH:22][CH:21]=2)[C:8]([O:10][C@H:11]2[CH:16]3[CH2:17][CH2:18][N:13]([CH2:14][CH2:15]3)[CH2:12]2)=[O:9])[CH:6]=[CH:5][CH:4]=[CH:3][CH:2]=1.[Cl:26][CH2:27][C:28]([C:30]1[CH:35]=[CH:34][CH:33]=[CH:32][CH:31]=1)=[O:29]. The catalyst is CCOC(C)=O. The product is [Cl-:26].[O:29]=[C:28]([C:30]1[CH:35]=[CH:34][CH:33]=[CH:32][CH:31]=1)[CH2:27][N+:13]12[CH2:14][CH2:15][CH:16]([CH2:17][CH2:18]1)[C@H:11]([O:10][C:8](=[O:9])[CH:7]([C:1]1[CH:2]=[CH:3][CH:4]=[CH:5][CH:6]=1)[NH:19][C:20]1[CH:25]=[CH:24][CH:23]=[CH:22][CH:21]=1)[CH2:12]2. The yield is 0.650. (4) The reactants are [CH:1]1([O:6][C:7]2[CH:8]=[C:9]([CH:12]=[CH:13][C:14]=2[O:15][CH3:16])[CH:10]=O)[CH2:5][CH2:4][CH2:3][CH2:2]1.[NH2:17]C1C=NC(Br)=CN=1.C(O[BH-](OC(=O)C)OC(=O)C)(=O)C.[Na+].C(O)(=O)C. The catalyst is ClCCl.C(OCC)(=O)C. The product is [CH:1]1([O:6][C:7]2[CH:8]=[C:9]([CH:12]=[CH:13][C:14]=2[O:15][CH3:16])[CH2:10][NH2:17])[CH2:5][CH2:4][CH2:3][CH2:2]1. The yield is 0.610.